This data is from Full USPTO retrosynthesis dataset with 1.9M reactions from patents (1976-2016). The task is: Predict the reactants needed to synthesize the given product. Given the product [CH2:5]([N:1]1[CH:9]=[C:8]([C:10]2[S:18][C:17]3[C:12](=[N:13][CH:14]=[CH:15][C:16]=3[O:19][C:20]3[CH:25]=[CH:24][C:23]([N+:26]([O-:28])=[O:27])=[CH:22][C:21]=3[F:29])[CH:11]=2)[N:3]=[N:2]1)[CH3:6], predict the reactants needed to synthesize it. The reactants are: [N-:1]=[N+:2]=[N-:3].[Na+].[CH2:5](I)[CH3:6].[C:8]([C:10]1[S:18][C:17]2[C:12](=[N:13][CH:14]=[CH:15][C:16]=2[O:19][C:20]2[CH:25]=[CH:24][C:23]([N+:26]([O-:28])=[O:27])=[CH:22][C:21]=2[F:29])[CH:11]=1)#[CH:9].